Predict which catalyst facilitates the given reaction. From a dataset of Catalyst prediction with 721,799 reactions and 888 catalyst types from USPTO. (1) Reactant: C(=O)([O-])[O-].[Na+].[Na+].[NH2:7][CH2:8][C:9]1[CH:17]=[CH:16][C:12]([C:13]([OH:15])=[O:14])=[CH:11][CH:10]=1.[O:18]=[C:19]1[C:27]2[C:22](=[CH:23][CH:24]=[CH:25][CH:26]=2)[C:21](=[O:28])N1C(OCC)=O.Cl. Product: [O:18]=[C:19]1[C:27]2[C:22](=[CH:23][CH:24]=[CH:25][CH:26]=2)[C:21](=[O:28])[N:7]1[CH2:8][C:9]1[CH:10]=[CH:11][C:12]([C:13]([OH:15])=[O:14])=[CH:16][CH:17]=1. The catalyst class is: 6. (2) Reactant: [CH2:1]([O:8][CH:9]1[CH2:12][CH:11]([C:13](Cl)=[O:14])[CH2:10]1)[C:2]1[CH:7]=[CH:6][CH:5]=[CH:4][CH:3]=1.[C:16]1([CH2:22][CH2:23][OH:24])[CH:21]=[CH:20][CH:19]=[CH:18][CH:17]=1.N1C=CC=CC=1. Product: [CH2:1]([O:8][CH:9]1[CH2:12][CH:11]([C:13]([O:24][CH2:23][CH2:22][C:16]2[CH:21]=[CH:20][CH:19]=[CH:18][CH:17]=2)=[O:14])[CH2:10]1)[C:2]1[CH:7]=[CH:6][CH:5]=[CH:4][CH:3]=1. The catalyst class is: 158. (3) Reactant: [O-:1][C:2]1[CH:7]=[CH:6][CH:5]=[CH:4][CH:3]=1.[Na+].Cl[C:10]1[CH:15]=[C:14]([NH:16][CH2:17][CH3:18])[C:13]([N+:19]([O-:21])=[O:20])=[CH:12][N:11]=1.O. Product: [CH2:17]([NH:16][C:14]1[C:13]([N+:19]([O-:21])=[O:20])=[CH:12][N:11]=[C:10]([O:1][C:2]2[CH:7]=[CH:6][CH:5]=[CH:4][CH:3]=2)[CH:15]=1)[CH3:18]. The catalyst class is: 1. (4) Reactant: [F:1][C:2]1[CH:3]=[C:4]([C:9](=[O:11])[CH3:10])[CH:5]=[CH:6][C:7]=1[OH:8].[Br:12]Br. Product: [Br:12][CH2:10][C:9]([C:4]1[CH:5]=[CH:6][C:7]([OH:8])=[C:2]([F:1])[CH:3]=1)=[O:11]. The catalyst class is: 12. (5) Reactant: [Cl:1][C:2]1[N:7]=[C:6]([NH:8][C@@H:9]2[CH2:13][CH2:12][CH2:11][C@@H:10]2[C:14]([OH:16])=O)[C:5]([F:17])=[CH:4][N:3]=1.CC[N:20](C(C)C)[CH:21]([CH3:23])[CH3:22].CN(C(ON1N=NC2C=CC=CC1=2)=[N+](C)C)C.[B-](F)(F)(F)F.C(N)(C)C. Product: [CH:21]([NH:20][C:14]([C@H:10]1[CH2:11][CH2:12][CH2:13][C@H:9]1[NH:8][C:6]1[C:5]([F:17])=[CH:4][N:3]=[C:2]([Cl:1])[N:7]=1)=[O:16])([CH3:23])[CH3:22]. The catalyst class is: 2.